This data is from Forward reaction prediction with 1.9M reactions from USPTO patents (1976-2016). The task is: Predict the product of the given reaction. (1) Given the reactants [CH3:1][O:2][C:3]1[CH:8]=[C:7]([C:9]2[CH2:14][CH2:13][N:12]([C:15]([O:17][C:18]([CH3:21])([CH3:20])[CH3:19])=[O:16])[CH2:11][C:10]=2[C:22]([O:24][CH2:25][CH3:26])=[O:23])[CH:6]=[CH:5][N:4]=1.[Mg], predict the reaction product. The product is: [CH3:1][O:2][C:3]1[CH:8]=[C:7]([C@H:9]2[CH2:14][CH2:13][N:12]([C:15]([O:17][C:18]([CH3:21])([CH3:19])[CH3:20])=[O:16])[CH2:11][C@H:10]2[C:22]([O:24][CH2:25][CH3:26])=[O:23])[CH:6]=[CH:5][N:4]=1. (2) Given the reactants [NH2:1][C:2]1[CH:3]=[CH:4][C:5]([CH3:21])=[C:6]([C:8]2[CH:13]=[CH:12][C:11]([C:14]([NH:16][CH2:17][CH:18]3[CH2:20][CH2:19]3)=[O:15])=[CH:10][CH:9]=2)[CH:7]=1.[CH:22]1([C:28]2[CH:37]=[C:36]([C:38](O)=[O:39])[C:35]3[C:30](=[CH:31][CH:32]=[C:33]([CH3:41])[CH:34]=3)[N:29]=2)[CH2:27][CH2:26][CH2:25][CH2:24][CH2:23]1, predict the reaction product. The product is: [CH:22]1([C:28]2[CH:37]=[C:36]([C:38]([NH:1][C:2]3[CH:7]=[C:6]([C:8]4[CH:13]=[CH:12][C:11]([C:14]([NH:16][CH2:17][CH:18]5[CH2:20][CH2:19]5)=[O:15])=[CH:10][CH:9]=4)[C:5]([CH3:21])=[CH:4][CH:3]=3)=[O:39])[C:35]3[C:30](=[CH:31][CH:32]=[C:33]([CH3:41])[CH:34]=3)[N:29]=2)[CH2:23][CH2:24][CH2:25][CH2:26][CH2:27]1. (3) The product is: [Cl:1][C:2]1[CH:3]=[C:4]([CH:8]=[CH:9][C:10]=1[F:11])[C:5]([NH:21][C:12]([CH3:14])([C:15]1[CH:20]=[CH:19][CH:18]=[CH:17][CH:16]=1)[CH3:13])=[O:6]. Given the reactants [Cl:1][C:2]1[CH:3]=[C:4]([CH:8]=[CH:9][C:10]=1[F:11])[C:5](Cl)=[O:6].[C:12]([NH2:21])([C:15]1[CH:20]=[CH:19][CH:18]=[CH:17][CH:16]=1)([CH3:14])[CH3:13].C(N(CC)CC)C, predict the reaction product. (4) Given the reactants [CH:1]1[C:10]2[C:5](=[CH:6][CH:7]=[CH:8][CH:9]=2)[CH:4]=[CH:3][C:2]=1[C:11]1([C:17](O)=O)[CH2:16][CH2:15][CH2:14][CH2:13][CH2:12]1.[CH3:20][NH:21][CH3:22], predict the reaction product. The product is: [CH3:20][N:21]([CH3:22])[CH2:17][C:11]1([C:2]2[CH:3]=[CH:4][C:5]3[C:10](=[CH:9][CH:8]=[CH:7][CH:6]=3)[CH:1]=2)[CH2:16][CH2:15][CH2:14][CH2:13][CH2:12]1. (5) Given the reactants S(=O)(=O)(O)O.Cl.[CH:7]([C:10]1[CH:15]=[CH:14][C:13]([NH:16]N)=[CH:12][CH:11]=1)([CH3:9])[CH3:8].[CH3:18][N:19]1[CH2:24][CH2:23][CH2:22][CH2:21][C:20]1=O, predict the reaction product. The product is: [CH:7]([C:10]1[CH:15]=[CH:14][C:13]2[NH:16][C:22]3[CH2:23][CH2:24][N:19]([CH3:18])[CH2:20][C:21]=3[C:12]=2[CH:11]=1)([CH3:9])[CH3:8]. (6) The product is: [CH2:12]([O:18][C:49]1[CH:51]=[CH:52][C:44]([CH:43]=[O:42])=[CH:45][C:46]=1[O:47][CH3:48])[CH2:13][CH2:14][CH2:15][C:16]#[CH:17]. Given the reactants CC1C=CC(S(Cl)(=O)=O)=CC=1.[CH2:12]([OH:18])[CH2:13][CH2:14][CH2:15][C:16]#[CH:17].N1C=CC=CC=1.CC1C=CC(S(OCCCCC#C)(=O)=O)=CC=1.[O:42]=[CH:43][C:44]1[CH:52]=[CH:51][C:49](O)=[C:46]([O:47][CH3:48])[CH:45]=1, predict the reaction product. (7) The product is: [NH2:1][C:4]1[CH:5]=[C:6]([O:10][C:11](=[O:17])[N:12]([CH2:15][CH3:16])[CH2:13][CH3:14])[CH:7]=[CH:8][CH:9]=1. Given the reactants [N+:1]([C:4]1[CH:5]=[C:6]([O:10][C:11](=[O:17])[N:12]([CH2:15][CH3:16])[CH2:13][CH3:14])[CH:7]=[CH:8][CH:9]=1)([O-])=O, predict the reaction product.